Task: Predict which catalyst facilitates the given reaction.. Dataset: Catalyst prediction with 721,799 reactions and 888 catalyst types from USPTO (1) Reactant: [Br:1][C:2]1[C:3]([CH3:9])=[N:4][C:5](Cl)=[N:6][CH:7]=1.Cl.[NH2:11][C@H:12]([C:14]1[C:15](=[O:25])[NH:16][C:17]2[C:22]([CH:23]=1)=[CH:21][C:20]([Cl:24])=[CH:19][CH:18]=2)[CH3:13].CCN(C(C)C)C(C)C. Product: [Br:1][C:2]1[C:3]([CH3:9])=[N:4][C:5]([NH:11][C@H:12]([C:14]2[C:15](=[O:25])[NH:16][C:17]3[C:22]([CH:23]=2)=[CH:21][C:20]([Cl:24])=[CH:19][CH:18]=3)[CH3:13])=[N:6][CH:7]=1. The catalyst class is: 16. (2) Reactant: [NH2:1][C:2]1[C:7]([CH2:8][CH3:9])=[CH:6][CH:5]=[CH:4][N:3]=1.CN(C=O)C.[Cl:15]N1C(=O)CCC1=O. Product: [NH2:1][C:2]1[C:7]([CH2:8][CH3:9])=[CH:6][C:5]([Cl:15])=[CH:4][N:3]=1. The catalyst class is: 13.